This data is from Forward reaction prediction with 1.9M reactions from USPTO patents (1976-2016). The task is: Predict the product of the given reaction. (1) Given the reactants [CH3:1][O:2][C:3](=[O:37])[C:4]1[CH:9]=[CH:8][C:7]([C:10]([CH2:34][CH:35]=[CH2:36])([CH2:14][O:15][C:16]2[CH:21]=[C:20]([CH3:22])[C:19]([C:23]3[CH:28]=[CH:27][C:26]([C:29]([F:32])([F:31])[F:30])=[CH:25][CH:24]=3)=[C:18]([CH3:33])[CH:17]=2)[CH2:11]C=C)=[CH:6][CH:5]=1, predict the reaction product. The product is: [CH3:1][O:2][C:3](=[O:37])[C:4]1[CH:9]=[CH:8][C:7]([C:10]2([CH2:14][O:15][C:16]3[CH:17]=[C:18]([CH3:33])[C:19]([C:23]4[CH:28]=[CH:27][C:26]([C:29]([F:30])([F:32])[F:31])=[CH:25][CH:24]=4)=[C:20]([CH3:22])[CH:21]=3)[CH2:11][CH:36]=[CH:35][CH2:34]2)=[CH:6][CH:5]=1. (2) Given the reactants [F:1][C:2]1[CH:3]=[CH:4][CH:5]=[C:6]2[C:10]=1[N:9]([C:11]1[N:15]=[C:14]([C@@H:16]3[CH2:19][C@H:18]([N:20]([S:32]([C:35]4[CH:40]=[CH:39][CH:38]=[CH:37][C:36]=4[N+:41]([O-:43])=[O:42])(=[O:34])=[O:33])[CH2:21][CH2:22][CH2:23][NH:24]C(=O)OC(C)(C)C)[CH2:17]3)[O:13][N:12]=1)[N:8]=[C:7]2[CH:44]([CH3:46])[CH3:45].Cl.C(OCC)(=O)C, predict the reaction product. The product is: [NH2:24][CH2:23][CH2:22][CH2:21][N:20]([C@H:18]1[CH2:19][C@@H:16]([C:14]2[O:13][N:12]=[C:11]([N:9]3[C:10]4[C:6](=[CH:5][CH:4]=[CH:3][C:2]=4[F:1])[C:7]([CH:44]([CH3:46])[CH3:45])=[N:8]3)[N:15]=2)[CH2:17]1)[S:32]([C:35]1[CH:40]=[CH:39][CH:38]=[CH:37][C:36]=1[N+:41]([O-:43])=[O:42])(=[O:33])=[O:34]. (3) Given the reactants [C:1]1(C(N)=O)[C:10]2[C:5](=[CH:6][CH:7]=[CH:8][CH:9]=2)[CH:4]=[CH:3][CH:2]=1.[N-:14]=[N+:15]=[N-:16].[Na+].[Cl-].[NH4+:19].O.[CH3:21][N:22](C)[CH:23]=[O:24], predict the reaction product. The product is: [NH:14]1[C:5]([C:10]2[CH:9]=[C:21]([NH:22][C:23]([C:3]3[CH:2]=[CH:1][C:10]4[C:5](=[CH:6][CH:7]=[CH:8][CH:9]=4)[CH:4]=3)=[O:24])[CH:3]=[CH:2][CH:1]=2)=[N:19][N:16]=[N:15]1. (4) Given the reactants [C:1]([N:5]1[C:9]2[N:10]=[CH:11][N:12]=[CH:13][C:8]=2[C:7]([C:14]([C:16]2[CH:17]=[N:18][CH:19]=[C:20]([NH:22][CH3:23])[CH:21]=2)=[O:15])=[CH:6]1)([CH3:4])([CH3:3])[CH3:2].[Cl:24][C:25]1[CH:30]=[CH:29][C:28]([CH2:31][C:32]([OH:34])=O)=[CH:27][CH:26]=1, predict the reaction product. The product is: [C:1]([N:5]1[C:9]2[N:10]=[CH:11][N:12]=[CH:13][C:8]=2[C:7]([C:14]([C:16]2[CH:21]=[C:20]([N:22]([CH3:23])[C:32](=[O:34])[CH2:31][C:28]3[CH:27]=[CH:26][C:25]([Cl:24])=[CH:30][CH:29]=3)[CH:19]=[N:18][CH:17]=2)=[O:15])=[CH:6]1)([CH3:4])([CH3:3])[CH3:2]. (5) Given the reactants [NH2:1][C:2]1[CH:7]=[C:6]([C:8]([CH3:11])([CH3:10])[CH3:9])[CH:5]=[CH:4][C:3]=1[NH:12][C:13](=O)[C:14]1[C:19]([CH2:20][O:21][Si](C(C)(C)C)(C)C)=[C:18]([Cl:29])[CH:17]=[CH:16][N:15]=1.[C:31](O)(=[O:33])[CH3:32], predict the reaction product. The product is: [C:31]([O:21][CH2:20][C:19]1[C:14]([C:13]2[NH:1][C:2]3[CH:7]=[C:6]([C:8]([CH3:9])([CH3:11])[CH3:10])[CH:5]=[CH:4][C:3]=3[N:12]=2)=[N:15][CH:16]=[CH:17][C:18]=1[Cl:29])(=[O:33])[CH3:32]. (6) The product is: [NH2:23][C:24]1[CH:29]=[CH:28][C:27]([S:30][C:15]2[CH:16]=[CH:17][C:12]([C:11]([NH:10][C:8]3[S:9][C:5]([C:1]([CH3:4])([CH3:3])[CH3:2])=[CH:6][N:7]=3)=[O:22])=[CH:13][C:14]=2[N+:19]([O-:21])=[O:20])=[CH:26][CH:25]=1. Given the reactants [C:1]([C:5]1[S:9][C:8]([NH:10][C:11](=[O:22])[C:12]2[CH:17]=[CH:16][C:15](Cl)=[C:14]([N+:19]([O-:21])=[O:20])[CH:13]=2)=[N:7][CH:6]=1)([CH3:4])([CH3:3])[CH3:2].[NH2:23][C:24]1[CH:29]=[CH:28][C:27]([SH:30])=[CH:26][CH:25]=1.C([O-])(=O)C.[Na+], predict the reaction product.